This data is from Forward reaction prediction with 1.9M reactions from USPTO patents (1976-2016). The task is: Predict the product of the given reaction. Given the reactants Cl[C:2]1[C:7]([N+:8]([O-:10])=[O:9])=[CH:6][N:5]=[C:4]2[CH:11]=[CH:12][S:13][C:3]=12.OC(C(F)(F)F)=O.[CH3:21][S:22]([CH2:25][CH2:26][C@H:27]1[CH2:32][CH2:31][C@H:30]([NH2:33])[CH2:29][CH2:28]1)(=[O:24])=[O:23].C(N(CC)C(C)C)(C)C, predict the reaction product. The product is: [CH3:21][S:22]([CH2:25][CH2:26][C@H:27]1[CH2:28][CH2:29][C@H:30]([NH:33][C:2]2[C:7]([N+:8]([O-:10])=[O:9])=[CH:6][N:5]=[C:4]3[CH:11]=[CH:12][S:13][C:3]=23)[CH2:31][CH2:32]1)(=[O:23])=[O:24].